This data is from Full USPTO retrosynthesis dataset with 1.9M reactions from patents (1976-2016). The task is: Predict the reactants needed to synthesize the given product. (1) Given the product [F:9][C:5]1[CH:4]=[C:3]([CH:8]=[CH:7][CH:6]=1)[CH2:2][O:19][C:20]1[CH:25]=[CH:24][C:23]([S:26][CH:27]2[CH2:28][CH2:29][N:30]([C:33]([O:35][C:36]([CH3:39])([CH3:38])[CH3:37])=[O:34])[CH2:31][CH2:32]2)=[CH:22][CH:21]=1, predict the reactants needed to synthesize it. The reactants are: Br[CH2:2][C:3]1[CH:8]=[CH:7][CH:6]=[C:5]([F:9])[CH:4]=1.C(=O)([O-])[O-].[K+].[K+].C(#N)C.[OH:19][C:20]1[CH:25]=[CH:24][C:23]([S:26][CH:27]2[CH2:32][CH2:31][N:30]([C:33]([O:35][C:36]([CH3:39])([CH3:38])[CH3:37])=[O:34])[CH2:29][CH2:28]2)=[CH:22][CH:21]=1. (2) Given the product [F:28][C:23]1[CH:22]=[C:21]([C:11]([C:8]2[CH:9]=[CH:10][C:5]([O:4][CH2:3][CH2:2][NH:30][CH3:29])=[CH:6][CH:7]=2)=[C:12]([C:15]2[CH:20]=[CH:19][CH:18]=[CH:17][CH:16]=2)[CH2:13][CH3:14])[CH:26]=[CH:25][C:24]=1[OH:27], predict the reactants needed to synthesize it. The reactants are: Cl[CH2:2][CH2:3][O:4][C:5]1[CH:10]=[CH:9][C:8]([C:11]([C:21]2[CH:26]=[CH:25][C:24]([OH:27])=[C:23]([F:28])[CH:22]=2)=[C:12]([C:15]2[CH:20]=[CH:19][CH:18]=[CH:17][CH:16]=2)[CH2:13][CH3:14])=[CH:7][CH:6]=1.[CH3:29][NH2:30].